This data is from Catalyst prediction with 721,799 reactions and 888 catalyst types from USPTO. The task is: Predict which catalyst facilitates the given reaction. (1) Reactant: C([O:3][C:4]([C:6]1[CH:7]=[N:8][N:9]2[C:14]([NH2:15])=[C:13]([C:16]3[CH:21]=[CH:20][C:19]([NH:22][S:23]([C:26]4[CH:31]=[CH:30][CH:29]=[C:28]([Cl:32])[C:27]=4[Cl:33])(=[O:25])=[O:24])=[CH:18][CH:17]=3)[CH:12]=[N:11][C:10]=12)=[O:5])C.[OH-].[Na+].CC(O)=O. Product: [NH2:15][C:14]1[N:9]2[N:8]=[CH:7][C:6]([C:4]([OH:5])=[O:3])=[C:10]2[N:11]=[CH:12][C:13]=1[C:16]1[CH:21]=[CH:20][C:19]([NH:22][S:23]([C:26]2[CH:31]=[CH:30][CH:29]=[C:28]([Cl:32])[C:27]=2[Cl:33])(=[O:24])=[O:25])=[CH:18][CH:17]=1. The catalyst class is: 88. (2) Reactant: [N:1]1[CH:6]=[CH:5][CH:4]=[CH:3][CH:2]=1.Cl.CN(C)[CH2:10][CH2:11][CH2:12]N=C=NCC.[N:19]1([C:25]2[N:26]=[C:27]([CH2:32][C:33]([O-:35])=O)[NH:28][C:29](=[O:31])[CH:30]=2)[CH2:24][CH2:23][O:22][CH2:21][CH2:20]1.[Na+].N1(C2N=C(CC(=O)N3[C:59]4[C:54](=[C:55]([O:60][C:61](F)(F)F)[CH:56]=[CH:57][CH:58]=4)CC3)NC(=O)C=2)CCOCC1. Product: [CH3:61][O:60][C:55]1[CH:56]=[CH:57][CH:58]=[CH:59][C:54]=1[C:10]1[CH:11]=[CH:12][CH:2]=[C:3]2[C:4]=1[CH2:5][CH2:6][N:1]2[C:33](=[O:35])[CH2:32][C:27]1[NH:28][C:29](=[O:31])[CH:30]=[C:25]([N:19]2[CH2:20][CH2:21][O:22][CH2:23][CH2:24]2)[N:26]=1. The catalyst class is: 288. (3) Reactant: [C:1]([O:4][C:5](=[O:7])[CH3:6])(=O)[CH3:2].C(N(C(C)C)C(C)C)C.[CH:17]1([CH2:20][CH2:21][O:22][C:23]2[CH:50]=[CH:49][C:26]([C:27]([NH:29][CH:30]([CH2:37][C:38]3[CH:43]=[CH:42][C:41]([O:44][C:45]([F:48])([F:47])[F:46])=[CH:40][CH:39]=3)[C:31]([NH:33]CCO)=[O:32])=[O:28])=[CH:25][CH:24]=2)[CH2:19][CH2:18]1. Product: [C:5]([O:4][CH2:1][CH2:2][NH:33][C:31](=[O:32])[CH:30]([NH:29][C:27](=[O:28])[C:26]1[CH:25]=[CH:24][C:23]([O:22][CH2:21][CH2:20][CH:17]2[CH2:18][CH2:19]2)=[CH:50][CH:49]=1)[CH2:37][C:38]1[CH:43]=[CH:42][C:41]([O:44][C:45]([F:48])([F:46])[F:47])=[CH:40][CH:39]=1)(=[O:7])[CH3:6]. The catalyst class is: 168. (4) Reactant: [CH3:1][O:2][C:3]1[CH:4]=[C:5]2[C:10](=[CH:11][C:12]=1[O:13][CH3:14])[N:9]=[CH:8][N:7]=[C:6]2[O:15][C:16]1[CH:17]=[C:18]([CH:20]=[CH:21][CH:22]=1)[NH2:19].[Cl:23][C:24]1[CH:29]=[CH:28][C:27]([N:30]=[C:31]=[O:32])=[CH:26][CH:25]=1. Product: [Cl:23][C:24]1[CH:29]=[CH:28][C:27]([NH:30][C:31]([NH:19][C:18]2[CH:20]=[CH:21][CH:22]=[C:16]([O:15][C:6]3[C:5]4[C:10](=[CH:11][C:12]([O:13][CH3:14])=[C:3]([O:2][CH3:1])[CH:4]=4)[N:9]=[CH:8][N:7]=3)[CH:17]=2)=[O:32])=[CH:26][CH:25]=1. The catalyst class is: 1. (5) Reactant: [OH:1][CH:2]1[CH2:7][CH2:6][C:5](=O)[CH2:4][C:3]1([CH3:10])[CH3:9].Cl.[NH2:12][OH:13].C(=O)(O)[O-].[Na+]. Product: [OH:1][CH:2]1[CH2:7][CH2:6]/[C:5](=[N:12]\[OH:13])/[CH2:4][C:3]1([CH3:10])[CH3:9]. The catalyst class is: 5. (6) Reactant: [CH2:1]([O:3][C:4]([C:6]1[C:7]([CH3:23])=[N:8][C:9]2[C:14]([C:15]=1[NH2:16])=[C:13]([O:17][CH2:18][C:19]([NH2:22])([CH3:21])[CH3:20])[CH:12]=[CH:11][CH:10]=2)=[O:5])[CH3:2].[C:24](O)(=[O:31])[C:25]1[CH:30]=[CH:29][N:28]=[CH:27][CH:26]=1.CCN=C=NCCCN(C)C.C1C=CC2N(O)N=NC=2C=1.C(N(CC)CC)C. Product: [CH2:1]([O:3][C:4]([C:6]1[C:7]([CH3:23])=[N:8][C:9]2[C:14]([C:15]=1[NH2:16])=[C:13]([O:17][CH2:18][C:19]([NH:22][C:24](=[O:31])[C:25]1[CH:30]=[CH:29][N:28]=[CH:27][CH:26]=1)([CH3:20])[CH3:21])[CH:12]=[CH:11][CH:10]=2)=[O:5])[CH3:2]. The catalyst class is: 3. (7) Reactant: [CH:1]([O:4][C:5](=[O:16])[CH2:6][O:7][C:8]1[CH:13]=[CH:12][CH:11]=[C:10]([CH:14]=O)[CH:9]=1)([CH3:3])[CH3:2].Cl.[NH2:18][OH:19].N1C=CC=CC=1. Product: [CH:1]([O:4][C:5](=[O:16])[CH2:6][O:7][C:8]1[CH:13]=[CH:12][CH:11]=[C:10]([CH:14]=[N:18][OH:19])[CH:9]=1)([CH3:3])[CH3:2]. The catalyst class is: 5.